Dataset: Full USPTO retrosynthesis dataset with 1.9M reactions from patents (1976-2016). Task: Predict the reactants needed to synthesize the given product. (1) Given the product [F:1][C:2]1[CH:10]=[CH:9][CH:8]=[C:7]2[C:3]=1[CH2:4][CH2:5][N:6]2[C:11](=[O:22])[CH2:12][C:13]1[NH:18][C:17](=[O:19])[CH:16]=[C:15]([Cl:21])[N:14]=1, predict the reactants needed to synthesize it. The reactants are: [F:1][C:2]1[CH:10]=[CH:9][CH:8]=[C:7]2[C:3]=1[CH2:4][CH2:5][N:6]2[C:11](=[O:22])[CH2:12][C:13]1[N:18]=[C:17]([O:19]C)[CH:16]=[C:15]([Cl:21])[N:14]=1.C(#N)C.C[Si](C)(C)Cl. (2) Given the product [Cl:1][C:2]1[S:3][C:4]([CH2:7][N:20]2[C:28]3[C:23](=[CH:24][CH:25]=[CH:26][CH:27]=3)[C:22]3([C:32]4=[CH:33][C:34]5[O:38][CH2:37][O:36][C:35]=5[CH:39]=[C:31]4[O:30][CH2:29]3)[C:21]2=[O:40])=[CH:5][N:6]=1, predict the reactants needed to synthesize it. The reactants are: [Cl:1][C:2]1[S:3][C:4]([CH2:7]O)=[CH:5][N:6]=1.S(Cl)(Cl)=O.C(N(CC)CC)C.[NH:20]1[C:28]2[C:23](=[CH:24][CH:25]=[CH:26][CH:27]=2)[C:22]2([C:32]3=[CH:33][C:34]4[O:38][CH2:37][O:36][C:35]=4[CH:39]=[C:31]3[O:30][CH2:29]2)[C:21]1=[O:40].C(=O)([O-])[O-].[Cs+].[Cs+].